This data is from Forward reaction prediction with 1.9M reactions from USPTO patents (1976-2016). The task is: Predict the product of the given reaction. (1) Given the reactants [CH3:1][O:2][C:3](=[O:24])[CH:4]=P(C1C=CC=CC=1)(C1C=CC=CC=1)C1C=CC=CC=1.C([C:27]1[CH:28]=[N:29][C:30]([N:33]2[CH2:45][CH2:44][C:43]3[C:42]4[C:37](=[CH:38][CH:39]=[CH:40][CH:41]=4)[N:36]([C:46]([O:48][C:49]([CH3:52])([CH3:51])[CH3:50])=[O:47])[C:35]=3[CH2:34]2)=[N:31][CH:32]=1)=O.[CH2:53](Cl)Cl, predict the reaction product. The product is: [CH3:1][O:2][C:3](=[O:24])/[CH:4]=[CH:53]/[C:27]1[CH:28]=[N:29][C:30]([N:33]2[CH2:45][CH2:44][C:43]3[C:42]4[C:37](=[CH:38][CH:39]=[CH:40][CH:41]=4)[N:36]([C:46]([O:48][C:49]([CH3:50])([CH3:51])[CH3:52])=[O:47])[C:35]=3[CH2:34]2)=[N:31][CH:32]=1. (2) Given the reactants [Cl:1][C:2]1[C:3]([C:23]2[N:27]3[CH:28]=[CH:29][CH:30]=[CH:31][C:26]3=[N:25][CH:24]=2)=[N:4][C:5]([NH:8][C:9]2[CH:14]=[CH:13][C:12]([O:15][C@@H:16]3[CH2:20][CH2:19][NH:18][CH2:17]3)=[CH:11][C:10]=2[O:21][CH3:22])=[N:6][CH:7]=1.[OH:32][CH:33]([CH3:37])[C:34](O)=[O:35], predict the reaction product. The product is: [Cl:1][C:2]1[C:3]([C:23]2[N:27]3[CH:28]=[CH:29][CH:30]=[CH:31][C:26]3=[N:25][CH:24]=2)=[N:4][C:5]([NH:8][C:9]2[CH:14]=[CH:13][C:12]([O:15][C@@H:16]3[CH2:20][CH2:19][N:18]([C:34](=[O:35])[CH:33]([OH:32])[CH3:37])[CH2:17]3)=[CH:11][C:10]=2[O:21][CH3:22])=[N:6][CH:7]=1. (3) Given the reactants Br[C:2]1[C:15]2[C:14](=[O:16])[C:13]3[C:8](=[C:9](Br)[CH:10]=[C:11]([Br:17])[CH:12]=3)[C:7](=[O:19])[C:6]=2[CH:5]=[C:4]([Br:20])[CH:3]=1.[CH3:21][C:22]1[CH:27]=[C:26]([CH3:28])[C:25]([NH2:29])=[C:24]([CH3:30])[CH:23]=1.[C:31]([O-])(=O)[CH3:32].[Na+], predict the reaction product. The product is: [C:24]1([CH3:30])[CH:23]=[C:22]([CH3:21])[CH:27]=[C:26]([CH3:28])[C:25]=1[NH:29][C:2]1[C:15]2[C:14](=[O:16])[C:13]3[C:8](=[C:9]([NH:29][C:25]4[C:24]([CH3:30])=[CH:23][C:22]([CH3:27])=[CH:21][C:31]=4[CH3:32])[CH:10]=[C:11]([Br:17])[CH:12]=3)[C:7](=[O:19])[C:6]=2[CH:5]=[C:4]([Br:20])[CH:3]=1. (4) Given the reactants [F:1][C:2]1[CH:3]=[C:4]([C@H:8]2[NH:13][C:12](=[S:14])[CH2:11][O:10][CH2:9]2)[CH:5]=[CH:6][CH:7]=1.[O:15](C)[S:16]([C:19]([F:22])([F:21])[F:20])(=[O:18])=[O:17], predict the reaction product. The product is: [F:1][C:2]1[CH:3]=[C:4]([C@H:8]2[N:13]=[C:12]([S:14][CH3:19])[CH2:11][O:10][CH2:9]2)[CH:5]=[CH:6][CH:7]=1.[O-:18][S:16]([C:19]([F:22])([F:21])[F:20])(=[O:17])=[O:15]. (5) Given the reactants [F:1][C:2]([F:34])([F:33])[C:3]1[CH:12]=[C:11]([NH:13][CH2:14][C:15]([NH:17][CH:18]2[CH2:21][N:20](C(OC(C)(C)C)=O)[CH2:19]2)=[O:16])[C:10]2[C:5](=[CH:6][CH:7]=[C:8]([C:29]([F:32])([F:31])[F:30])[CH:9]=2)[N:4]=1, predict the reaction product. The product is: [NH:20]1[CH2:21][CH:18]([NH:17][C:15](=[O:16])[CH2:14][NH:13][C:11]2[C:10]3[C:5](=[CH:6][CH:7]=[C:8]([C:29]([F:31])([F:30])[F:32])[CH:9]=3)[N:4]=[C:3]([C:2]([F:1])([F:33])[F:34])[CH:12]=2)[CH2:19]1. (6) The product is: [C:1]([C:3]1([C:37]([OH:39])=[O:38])[CH:5]([C:6]2[CH:11]=[CH:10][C:9]([C:12]3[CH:17]=[CH:16][CH:15]=[C:14]([N:18]4[C:27]5[C:22](=[CH:23][CH:24]=[CH:25][N:26]=5)[C:21](=[O:28])[C:20]([C:29]([NH:31][CH:32]5[CH2:34][CH2:33]5)=[O:30])=[CH:19]4)[CH:13]=3)=[CH:8][CH:7]=2)[C:4]1([CH3:36])[CH3:35])#[N:2]. Given the reactants [C:1]([C:3]1([C:37]([O:39]C(C)(C)C)=[O:38])[CH:5]([C:6]2[CH:11]=[CH:10][C:9]([C:12]3[CH:17]=[CH:16][CH:15]=[C:14]([N:18]4[C:27]5[C:22](=[CH:23][CH:24]=[CH:25][N:26]=5)[C:21](=[O:28])[C:20]([C:29]([NH:31][CH:32]5[CH2:34][CH2:33]5)=[O:30])=[CH:19]4)[CH:13]=3)=[CH:8][CH:7]=2)[C:4]1([CH3:36])[CH3:35])#[N:2], predict the reaction product.